From a dataset of Catalyst prediction with 721,799 reactions and 888 catalyst types from USPTO. Predict which catalyst facilitates the given reaction. (1) Reactant: Cl[C:2]1[N:7]=[C:6]([C:8]2[CH:20]=[CH:19][C:11]3[N:12]=[C:13]([NH:15][C:16](=[O:18])[CH3:17])[S:14][C:10]=3[CH:9]=2)[CH:5]=[CH:4][N:3]=1.[N:21]1[CH:26]=[CH:25][CH:24]=[CH:23][C:22]=1[NH2:27].C(N(C(C)C)C(C)C)C. Product: [N:21]1[CH:26]=[CH:25][CH:24]=[CH:23][C:22]=1[NH:27][C:2]1[N:7]=[C:6]([C:8]2[CH:20]=[CH:19][C:11]3[N:12]=[C:13]([NH:15][C:16](=[O:18])[CH3:17])[S:14][C:10]=3[CH:9]=2)[CH:5]=[CH:4][N:3]=1. The catalyst class is: 16. (2) Product: [CH2:1]([O:3][C:4]([C:6]1[O:7][C:8]2[C:14]([N:36]3[CH2:37][CH2:38][C@H:34]([N:33]([CH3:39])[CH3:32])[CH2:35]3)=[C:13]([C:16]3[CH:21]=[CH:20][CH:19]=[CH:18][CH:17]=3)[C:12]([CH3:22])=[C:11]([C:23]#[N:24])[C:9]=2[N:10]=1)=[O:5])[CH3:2]. The catalyst class is: 550. Reactant: [CH2:1]([O:3][C:4]([C:6]1[O:7][C:8]2[C:14](F)=[C:13]([C:16]3[CH:21]=[CH:20][CH:19]=[CH:18][CH:17]=3)[C:12]([CH3:22])=[C:11]([C:23]#[N:24])[C:9]=2[N:10]=1)=[O:5])[CH3:2].C(N(CC)CC)C.[CH3:32][N:33]([CH3:39])[C@H:34]1[CH2:38][CH2:37][NH:36][CH2:35]1.C(OCC)(=O)C. (3) Reactant: [C:1]([NH:4][C:5]([CH:13]1[CH2:20][C:19]2[C:14]1=[CH:15][CH:16]=[CH:17][CH:18]=2)(C#N)[C:6]([O:8]CC)=[O:7])(=[O:3])[CH3:2].[OH-].[Na+]. Product: [C:1]([NH:4][CH:5]([CH:13]1[CH2:20][C:19]2[C:14]1=[CH:15][CH:16]=[CH:17][CH:18]=2)[C:6]([OH:8])=[O:7])(=[O:3])[CH3:2]. The catalyst class is: 5.